From a dataset of Reaction yield outcomes from USPTO patents with 853,638 reactions. Predict the reaction yield, written as a fraction of the theoretical maximum amount of product (1.0 means a 100% yield; for example, 0.34 means a 34% yield). (1) The reactants are [I-].[Na+].[CH:3]([N:6]1[CH2:11][CH2:10][NH:9][CH2:8][CH2:7]1)([CH3:5])[CH3:4].Cl[CH2:13][CH2:14][CH2:15][S:16]([N:19]1[CH2:23][CH2:22][CH:21]([NH:24][C:25]2[N:30]=[C:29]([C:31]3[N:32]([CH:37]([CH3:39])[CH3:38])[C:33]([CH3:36])=[N:34][CH:35]=3)[CH:28]=[CH:27][N:26]=2)[CH2:20]1)(=[O:18])=[O:17]. The catalyst is C1COCC1. The product is [CH3:36][C:33]1[N:32]([CH:37]([CH3:39])[CH3:38])[C:31]([C:29]2[CH:28]=[CH:27][N:26]=[C:25]([NH:24][CH:21]3[CH2:22][CH2:23][N:19]([S:16]([CH2:15][CH2:14][CH2:13][N:9]4[CH2:10][CH2:11][N:6]([CH:3]([CH3:5])[CH3:4])[CH2:7][CH2:8]4)(=[O:18])=[O:17])[CH2:20]3)[N:30]=2)=[CH:35][N:34]=1. The yield is 0.520. (2) The reactants are C(O)(C(F)(F)F)=[O:2].OO.[F:10][C:11]1[CH:29]=[CH:28][C:14]([CH2:15][NH:16][C:17]([C:19]2[N:24]=[C:23]([C:25]([OH:27])=[O:26])[CH:22]=[CH:21][CH:20]=2)=[O:18])=[CH:13][CH:12]=1. The catalyst is O. The product is [C:25]([C:23]1[CH:22]=[CH:21][CH:20]=[C:19]([C:17](=[O:18])[NH:16][CH2:15][C:14]2[CH:13]=[CH:12][C:11]([F:10])=[CH:29][CH:28]=2)[N+:24]=1[O-:2])([OH:27])=[O:26]. The yield is 0.190. (3) The reactants are C[O:2][C:3](=[O:13])[C@:4]([CH2:8][O:9][CH:10]([F:12])[F:11])([CH3:7])[CH:5]=[CH2:6].O.[OH-].[Li+].Cl. The catalyst is O1CCCC1.O. The product is [F:11][CH:10]([F:12])[O:9][CH2:8][C@@:4]([CH3:7])([CH:5]=[CH2:6])[C:3]([OH:13])=[O:2]. The yield is 0.920.